From a dataset of Catalyst prediction with 721,799 reactions and 888 catalyst types from USPTO. Predict which catalyst facilitates the given reaction. (1) Reactant: [NH2:1][C:2]1[CH:7]=[CH:6][CH:5]=[CH:4][N:3]=1.[CH3:8][C:9]1[N:14]=[C:13]([CH:15]=O)[CH:12]=[CH:11][CH:10]=1. Product: [CH3:15][C:13]1[N:14]=[C:9]([CH2:8][NH:1][C:2]2[CH:7]=[CH:6][CH:5]=[CH:4][N:3]=2)[CH:10]=[CH:11][CH:12]=1. The catalyst class is: 11. (2) Reactant: Cl.Cl.[F:3][C:4]1[CH:5]=[CH:6][C:7]([CH2:10][NH2:11])=[N:8][CH:9]=1.C(N(CC)CC)C.[C:19](Cl)(=[O:21])[CH3:20]. Product: [F:3][C:4]1[CH:5]=[CH:6][C:7]([CH2:10][NH:11][C:19](=[O:21])[CH3:20])=[N:8][CH:9]=1. The catalyst class is: 1. (3) Reactant: Br[C:2]1[CH:3]=[CH:4][C:5](O)=[C:6]([C:8]2[CH:17]=[CH:16][C:15]3[C:10](=[CH:11][CH:12]=[C:13]([C:18]4[N:22]([CH:23]5[CH2:28][CH2:27][CH2:26][CH2:25][CH2:24]5)[C:21]5[CH:29]=[CH:30][C:31]([C:33]([OH:35])=[O:34])=[CH:32][C:20]=5[N:19]=4)[CH:14]=3)[N:9]=2)[CH:7]=1.C(OC(C1C=CC2N(C3CCCCC3)C(C3C=CC(N)=C(C=O)C=3)=NC=2C=1)=O)C.[N:66]1(C2C=CC(C(=O)C)=CC=2)[CH2:71][CH2:70][O:69][CH2:68][CH2:67]1.[OH-].[K+]. Product: [CH:23]1([N:22]2[C:21]3[CH:29]=[CH:30][C:31]([C:33]([OH:35])=[O:34])=[CH:32][C:20]=3[N:19]=[C:18]2[C:13]2[CH:14]=[C:15]3[C:10](=[CH:11][CH:12]=2)[N:9]=[C:8]([C:6]2[CH:7]=[CH:2][C:3]([N:66]4[CH2:71][CH2:70][O:69][CH2:68][CH2:67]4)=[CH:4][CH:5]=2)[CH:17]=[CH:16]3)[CH2:24][CH2:25][CH2:26][CH2:27][CH2:28]1. The catalyst class is: 8. (4) Reactant: [F:1][C:2]([F:26])([F:25])[C:3]1[CH:4]=[CH:5][C:6]2[C:10]([N:11]3[CH2:16][CH2:15][N:14]([CH2:17][C@@H:18]4[CH2:20][C@H:19]4[C:21]([OH:23])=O)[CH2:13][CH2:12]3)=[CH:9][S:8][C:7]=2[CH:24]=1.C(OC(C(=NOC(N(C)C)=[N+](C)C)C#N)=O)C.F[B-](F)(F)F.CN1CCOCC1.[CH3:56][C@H:57]1[CH2:62][CH2:61][C@H:60]([NH2:63])[CH2:59][CH2:58]1. Product: [CH3:56][C@H:57]1[CH2:62][CH2:61][C@H:60]([NH:63][C:21]([C@@H:19]2[CH2:20][C@H:18]2[CH2:17][N:14]2[CH2:15][CH2:16][N:11]([C:10]3[C:6]4[CH:5]=[CH:4][C:3]([C:2]([F:1])([F:25])[F:26])=[CH:24][C:7]=4[S:8][CH:9]=3)[CH2:12][CH2:13]2)=[O:23])[CH2:59][CH2:58]1. The catalyst class is: 3. (5) Reactant: [Cl:1][C:2]1[CH:36]=[CH:35][C:5]([CH2:6][N:7]2[C:15]3[C:14](=[O:16])[N:13]([CH2:17][CH:18]4[CH2:20][O:19]4)[C:12](=[O:21])[N:11]([CH3:22])[C:10]=3[N:9]=[C:8]2[O:23][C:24]2[CH:29]=[CH:28][CH:27]=[C:26](OC(F)(F)F)[CH:25]=2)=[CH:4][CH:3]=1.C(O)([C:39]([F:42])([F:41])[F:40])=O.[OH2:44]. Product: [Cl:1][C:2]1[CH:3]=[CH:4][C:5]([CH2:6][N:7]2[C:15]3[C:14](=[O:16])[N:13]([CH2:17][CH:18]([OH:44])[CH2:20][OH:19])[C:12](=[O:21])[N:11]([CH3:22])[C:10]=3[N:9]=[C:8]2[O:23][C:24]2[CH:29]=[CH:28][CH:27]=[C:26]([C:39]([F:42])([F:41])[F:40])[CH:25]=2)=[CH:35][CH:36]=1. The catalyst class is: 12. (6) Reactant: [C:1]([O:5][CH2:6][CH3:7])(=[O:4])[NH:2][NH2:3].[I:8][C:9]1[CH:10]=[C:11]([N:15]=[C:16]=[O:17])[CH:12]=[CH:13][CH:14]=1.C(O)C. Product: [I:8][C:9]1[CH:10]=[C:11]([NH:15][C:16]([NH:3][NH:2][C:1]([O:5][CH2:6][CH3:7])=[O:4])=[O:17])[CH:12]=[CH:13][CH:14]=1. The catalyst class is: 4. (7) Reactant: [Br:1][CH:2]([C:6]1[CH:11]=[CH:10][C:9]([F:12])=[CH:8][N:7]=1)[C:3]([OH:5])=O.C(Cl)Cl.CN(C=O)C.C(Cl)(=O)C(Cl)=O.[NH2:27][C:28]1[CH:36]=[CH:35][CH:34]=[CH:33][C:29]=1[C:30]([NH2:32])=[O:31]. Product: [Br:1][CH:2]([C:6]1[CH:11]=[CH:10][C:9]([F:12])=[CH:8][N:7]=1)[C:3]([NH:27][C:28]1[CH:36]=[CH:35][CH:34]=[CH:33][C:29]=1[C:30]([NH2:32])=[O:31])=[O:5]. The catalyst class is: 17. (8) Reactant: Br[C:2]1[S:10][C:9]2[C:8](=[O:11])[N:7]=[CH:6][N:5]([CH2:12][C:13]3[CH:18]=[CH:17][C:16]([Cl:19])=[CH:15][CH:14]=3)[C:4]=2[CH:3]=1.COC(C1SC([C:38]2[CH:43]=[CH:42][C:41]([C:44]3[CH:52]=[C:47]4[N:48]=[CH:49]C=CN4[N:45]=3)=[CH:40][CH:39]=2)=CC=1NCC1C=CC(C)=CC=1)=O.B(O)O.C([O-])([O-])=O.[Na+].[Na+].C[N:63](C=O)C. Product: [NH2:63][C:49]1[N:45]=[C:44]([C:41]2[CH:40]=[CH:39][C:38]([C:2]3[S:10][C:9]4[C:8](=[O:11])[N:7]=[CH:6][N:5]([CH2:12][C:13]5[CH:18]=[CH:17][C:16]([Cl:19])=[CH:15][CH:14]=5)[C:4]=4[CH:3]=3)=[CH:43][CH:42]=2)[CH:52]=[CH:47][N:48]=1. The catalyst class is: 161. (9) Reactant: [CH3:1][C:2]1[NH:10][C:9]2[C:4](=[N:5][CH:6]=[CH:7][C:8]=2[N:11]2[CH2:20][CH2:19][C:18]3[C:13](=[CH:14][CH:15]=[CH:16][CH:17]=3)[CH2:12]2)[C:3]=1[CH3:21].CC(C)([O-])C.[K+].C1OCCOCCOCCOCCOCCOC1.[Cl:46][C:47]1[CH:54]=[CH:53][C:50]([CH2:51]Cl)=[CH:49][CH:48]=1. Product: [ClH:46].[Cl:46][C:47]1[CH:54]=[CH:53][C:50]([CH2:51][N:10]2[C:9]3[C:4](=[N:5][CH:6]=[CH:7][C:8]=3[N:11]3[CH2:20][CH2:19][C:18]4[C:13](=[CH:14][CH:15]=[CH:16][CH:17]=4)[CH2:12]3)[C:3]([CH3:21])=[C:2]2[CH3:1])=[CH:49][CH:48]=1. The catalyst class is: 7. (10) Reactant: [C:1]([C:5]1[CH:6]=[C:7]([NH2:20])[N:8]([C:10]2[CH:11]=[C:12]3[C:17](=[CH:18][CH:19]=2)[N:16]=[CH:15][CH:14]=[CH:13]3)[N:9]=1)([CH3:4])([CH3:3])[CH3:2].N1C=CC=CC=1.Cl[C:28]([O:30][CH2:31][C:32]([Cl:35])([Cl:34])[Cl:33])=[O:29].O. Product: [C:1]([C:5]1[CH:6]=[C:7]([NH:20][C:28](=[O:29])[O:30][CH2:31][C:32]([Cl:35])([Cl:34])[Cl:33])[N:8]([C:10]2[CH:11]=[C:12]3[C:17](=[CH:18][CH:19]=2)[N:16]=[CH:15][CH:14]=[CH:13]3)[N:9]=1)([CH3:4])([CH3:2])[CH3:3]. The catalyst class is: 64.